Dataset: Reaction yield outcomes from USPTO patents with 853,638 reactions. Task: Predict the reaction yield, written as a fraction of the theoretical maximum amount of product (1.0 means a 100% yield; for example, 0.34 means a 34% yield). (1) The reactants are ClC1C=CC2SC=C(CN3CCN(C4SC(C(O)=O)=C(C)N=4)C3=O)C=2C=1.[F:27][C:28]1[CH:49]=[CH:48][C:31]([CH2:32][N:33]2[CH2:37][CH2:36][N:35]([C:38]3[S:39][C:40]([C:44]([OH:46])=O)=[C:41]([CH3:43])[N:42]=3)[C:34]2=[O:47])=[CH:30][CH:29]=1.[N:50]1[CH:55]=[CH:54][CH:53]=[N:52][C:51]=1[CH2:56][NH2:57]. No catalyst specified. The product is [F:27][C:28]1[CH:29]=[CH:30][C:31]([CH2:32][N:33]2[CH2:37][CH2:36][N:35]([C:38]3[S:39][C:40]([C:44]([NH:57][CH2:56][C:51]4[N:52]=[CH:53][CH:54]=[CH:55][N:50]=4)=[O:46])=[C:41]([CH3:43])[N:42]=3)[C:34]2=[O:47])=[CH:48][CH:49]=1. The yield is 0.700. (2) The reactants are Cl[C:2]1[CH:3]=[CH:4][C:5]2[O:14][CH2:13][CH2:12][C:11]3[CH:10]=[C:9]([C:15]4[N:16]([C:20]5[CH:25]=[CH:24][C:23]([F:26])=[CH:22][C:21]=5[F:27])[N:17]=[CH:18][N:19]=4)[S:8][C:7]=3[C:6]=2[N:28]=1.C[Si](C)(C)[O:31][CH:32]([CH3:35])[CH2:33][NH2:34].CC(C1C=C(C(C)C)C(C2C=CC=CC=2P(C2CCCCC2)C2CCCCC2)=C(C(C)C)C=1)C.CC(C)([O-])C. The yield is 0.340. The catalyst is O1CCOCC1.CC([O-])=O.CC([O-])=O.[Pd+2]. The product is [F:27][C:21]1[CH:22]=[C:23]([F:26])[CH:24]=[CH:25][C:20]=1[N:16]1[C:15]([C:9]2[S:8][C:7]3[C:6]4[N:28]=[C:2]([NH:34][CH2:33][CH:32]([OH:31])[CH3:35])[CH:3]=[CH:4][C:5]=4[O:14][CH2:13][CH2:12][C:11]=3[CH:10]=2)=[N:19][CH:18]=[N:17]1. (3) The reactants are [C:1]([C:3]1[CH:4]=[C:5]([CH:10]=[CH:11][C:12]=1[OH:13])[C:6]([O:8][CH3:9])=[O:7])#[N:2].[C:14]([O-])([O-])=O.[K+].[K+].BrCC(O[CH2:25][CH3:26])=O. The catalyst is CN(C=O)C.O. The product is [C:1]([C:3]1[CH:4]=[C:5]([CH:10]=[CH:11][C:12]=1[O:13][CH:25]([CH3:26])[CH3:14])[C:6]([O:8][CH3:9])=[O:7])#[N:2]. The yield is 0.910. (4) The reactants are Br[C:2]1[CH:14]=[CH:13][C:5]([C:6]([O:8][C:9]([CH3:12])([CH3:11])[CH3:10])=[O:7])=[C:4]([CH3:15])[CH:3]=1.[CH:16](B1OC(C)(C)C(C)(C)O1)=[CH:17][C:18]1[CH:23]=[CH:22][CH:21]=[CH:20][CH:19]=1.C(=O)([O-])[O-].[Na+].[Na+]. The catalyst is O1CCOCC1.O.C1C=CC([P]([Pd]([P](C2C=CC=CC=2)(C2C=CC=CC=2)C2C=CC=CC=2)([P](C2C=CC=CC=2)(C2C=CC=CC=2)C2C=CC=CC=2)[P](C2C=CC=CC=2)(C2C=CC=CC=2)C2C=CC=CC=2)(C2C=CC=CC=2)C2C=CC=CC=2)=CC=1. The product is [CH3:15][C:4]1[CH:3]=[C:2]([C:17]([C:18]2[CH:23]=[CH:22][CH:21]=[CH:20][CH:19]=2)=[CH2:16])[CH:14]=[CH:13][C:5]=1[C:6]([O:8][C:9]([CH3:12])([CH3:11])[CH3:10])=[O:7]. The yield is 0.910. (5) The reactants are [CH3:1][CH:2]1[N:7]2[C:8]3[CH:9]=[C:10]([C:15]([O:17]CC)=[O:16])[CH:11]=[CH:12][C:13]=3[CH:14]=[C:6]2[C:5](=[O:20])[NH:4][CH2:3]1.[OH-].[Na+]. The catalyst is C1COCC1.C(O)C. The product is [CH3:1][CH:2]1[N:7]2[C:8]3[CH:9]=[C:10]([C:15]([OH:17])=[O:16])[CH:11]=[CH:12][C:13]=3[CH:14]=[C:6]2[C:5](=[O:20])[NH:4][CH2:3]1. The yield is 0.760. (6) The reactants are [C:1]([C:4]1[CH:13]=[CH:12][C:7]([C:8]([O:10][CH3:11])=[O:9])=[CH:6][C:5]=1[NH:14][C:15](=O)[C:16]([F:25])([F:24])[C:17]1[CH:22]=[CH:21][C:20]([F:23])=[CH:19][CH:18]=1)(=[O:3])[NH2:2].C(N(CC)CC)C.C[Si](Cl)(C)C. The catalyst is ClCCCl. The product is [F:24][C:16]([F:25])([C:17]1[CH:22]=[CH:21][C:20]([F:23])=[CH:19][CH:18]=1)[C:15]1[N:2]=[C:1]([OH:3])[C:4]2[C:5](=[CH:6][C:7]([C:8]([O:10][CH3:11])=[O:9])=[CH:12][CH:13]=2)[N:14]=1. The yield is 0.890. (7) The reactants are [Br:1][C:2]1[CH:3]=[C:4]([CH2:8][C:9]([OH:11])=O)[CH:5]=[N:6][CH:7]=1.[NH:12]1[CH2:17][CH2:16][O:15][CH2:14][CH2:13]1.C(Cl)CCl.ON1C2C=CC=CC=2N=N1. The catalyst is C(Cl)Cl.CC1(C)C(C2C=NC(C)=C([N+]([O-])=O)C=2)=CCNC1. The product is [Br:1][C:2]1[CH:3]=[C:4]([CH2:8][C:9]([N:12]2[CH2:17][CH2:16][O:15][CH2:14][CH2:13]2)=[O:11])[CH:5]=[N:6][CH:7]=1. The yield is 0.950.